Dataset: Reaction yield outcomes from USPTO patents with 853,638 reactions. Task: Predict the reaction yield, written as a fraction of the theoretical maximum amount of product (1.0 means a 100% yield; for example, 0.34 means a 34% yield). (1) The reactants are [F:1][C:2]1[CH:7]=[CH:6][C:5]([C:8]([F:11])([F:10])[F:9])=[CH:4][C:3]=1[OH:12].C(N(C(C)C)CC)(C)C.[CH3:22][O:23][CH2:24]Cl.O. The product is [F:1][C:2]1[CH:7]=[CH:6][C:5]([C:8]([F:10])([F:11])[F:9])=[CH:4][C:3]=1[O:12][CH2:22][O:23][CH3:24]. The yield is 1.00. The catalyst is ClCCl. (2) The reactants are [CH2:1]([N:8]([CH2:18][C:19]1[CH:24]=[CH:23][CH:22]=[CH:21][CH:20]=1)[CH2:9][CH2:10][O:11][C:12]([F:17])([F:16])[C:13]([OH:15])=[O:14])[C:2]1[CH:7]=[CH:6][CH:5]=[CH:4][CH:3]=1.[CH3:25][Si](C=[N+]=[N-])(C)C. The catalyst is C1(C)C=CC=CC=1.CO. The product is [CH2:18]([N:8]([CH2:1][C:2]1[CH:3]=[CH:4][CH:5]=[CH:6][CH:7]=1)[CH2:9][CH2:10][O:11][C:12]([F:17])([F:16])[C:13]([O:15][CH3:25])=[O:14])[C:19]1[CH:24]=[CH:23][CH:22]=[CH:21][CH:20]=1. The yield is 0.980. (3) The reactants are [CH2:1]([C:5]1[N:6]=[C:7]([CH3:27])[NH:8][C:9](=[O:26])[C:10]=1[CH2:11][C:12]1[CH:17]=[CH:16][C:15]([C:18]2[C:19]([C:24]#[N:25])=[CH:20][CH:21]=[CH:22][CH:23]=2)=[CH:14][CH:13]=1)[CH2:2][CH2:3][CH3:4].[C:28]([O:32][C:33]1[CH:38]=[CH:37][C:36](B(O)O)=[CH:35][CH:34]=1)([CH3:31])([CH3:30])[CH3:29].C(N(CC)CC)C.N1C=CC=CC=1. The catalyst is ClCCl.C(OCC)(=O)C.C([O-])(=O)C.[Cu+2].C([O-])(=O)C. The product is [C:28]([O:32][C:33]1[CH:38]=[CH:37][C:36]([N:8]2[C:9](=[O:26])[C:10]([CH2:11][C:12]3[CH:17]=[CH:16][C:15]([C:18]4[C:19]([C:24]#[N:25])=[CH:20][CH:21]=[CH:22][CH:23]=4)=[CH:14][CH:13]=3)=[C:5]([CH2:1][CH2:2][CH2:3][CH3:4])[N:6]=[C:7]2[CH3:27])=[CH:35][CH:34]=1)([CH3:31])([CH3:29])[CH3:30]. The yield is 0.720.